From a dataset of Full USPTO retrosynthesis dataset with 1.9M reactions from patents (1976-2016). Predict the reactants needed to synthesize the given product. (1) Given the product [CH:26]1([CH2:25][O:45][NH:44][C:19]([C:10]2[C:9]([NH:8][C:5]3[CH:6]=[CH:7][C:2]([Br:1])=[CH:3][C:4]=3[Cl:22])=[C:17]([F:18])[C:13]3[N:14]=[CH:15][NH:16][C:12]=3[CH:11]=2)=[O:20])[CH2:27][CH2:28]1, predict the reactants needed to synthesize it. The reactants are: [Br:1][C:2]1[CH:7]=[CH:6][C:5]([NH:8][C:9]2[C:10]([C:19](O)=[O:20])=[CH:11][C:12]3[NH:16][CH:15]=[N:14][C:13]=3[C:17]=2[F:18])=[C:4]([Cl:22])[CH:3]=1.C1C=[CH:25][C:26]2N(O)N=N[C:27]=2[CH:28]=1.C(N(CC)CC)C.Cl.C1([N:44](C)[OH:45])CC1.CCN=C=NCCCN(C)C.Cl. (2) Given the product [CH2:11]([C:8]([C:5]1[CH:6]=[CH:7][C:2](/[CH:59]=[CH:60]/[C:61](=[O:64])[CH2:62][CH3:63])=[C:3]([CH3:23])[CH:4]=1)([C:13]1[CH:18]=[C:17]([CH3:19])[C:16]([OH:20])=[C:15]([CH3:21])[CH:14]=1)[CH2:9][CH3:10])[CH3:12], predict the reactants needed to synthesize it. The reactants are: Br[C:2]1[CH:7]=[CH:6][C:5]([C:8]([C:13]2[CH:18]=[C:17]([CH3:19])[C:16]([OH:20])=[C:15]([CH3:21])[CH:14]=2)([CH2:11][CH3:12])[CH2:9][CH3:10])=[CH:4][C:3]=1C.[C:23]([O-])(O)=O.[Na+].[Li+].[Br-].C1C=CC(P(C2C=CC=CC=2)CCCP(C2C=CC=CC=2)C2C=CC=CC=2)=CC=1.[CH2:59]=[CH:60][C:61](=[O:64])[CH2:62][CH3:63]. (3) Given the product [Cl:1][C:2]1[CH:3]=[CH:4][C:5]([O:12][CH3:13])=[C:6]([S:8]([NH:21][C@@H:22]2[CH2:26][CH2:25][N:24]([C:27]#[N:16])[CH2:23]2)(=[O:10])=[O:9])[CH:7]=1, predict the reactants needed to synthesize it. The reactants are: [Cl:1][C:2]1[CH:3]=[CH:4][C:5]([O:12][CH3:13])=[C:6]([S:8](Cl)(=[O:10])=[O:9])[CH:7]=1.C([N:16](CC)CC)C.[NH2:21][C@@H:22]1[CH2:26][CH2:25][N:24]([C:27](OC(C)(C)C)=O)[CH2:23]1.CCN(C(C)C)C(C)C.BrC#N. (4) Given the product [CH3:24][O:25][C:26]1[CH:27]=[CH:28][C:29]([N:32]2[CH2:37][CH2:36][N:35]([CH2:22][CH2:21][CH2:20][C:11]3[CH:10]=[C:9]([C:6]4[CH:7]=[CH:8][C:3]([O:2][CH3:1])=[CH:4][CH:5]=4)[N:13]([C:14]4[CH:19]=[CH:18][CH:17]=[CH:16][CH:15]=4)[N:12]=3)[CH2:34][CH2:33]2)=[CH:30][CH:31]=1, predict the reactants needed to synthesize it. The reactants are: [CH3:1][O:2][C:3]1[CH:8]=[CH:7][C:6]([C:9]2[N:13]([C:14]3[CH:19]=[CH:18][CH:17]=[CH:16][CH:15]=3)[N:12]=[C:11]([CH2:20][CH2:21][CH:22]=O)[CH:10]=2)=[CH:5][CH:4]=1.[CH3:24][O:25][C:26]1[CH:31]=[CH:30][C:29]([N:32]2[CH2:37][CH2:36][NH:35][CH2:34][CH2:33]2)=[CH:28][CH:27]=1.CCN(C(C)C)C(C)C.[BH-](OC(C)=O)(OC(C)=O)OC(C)=O.[Na+]. (5) The reactants are: [CH:1]1([C@H:4]([NH:7][C@H:8]([C:10]2[CH:15]=[CH:14][CH:13]=[CH:12][CH:11]=2)[CH3:9])[CH2:5][OH:6])[CH2:3][CH2:2]1.[H-].[Na+].[CH3:18]I. Given the product [CH:1]1([C@H:4]([NH:7][C@H:8]([C:10]2[CH:11]=[CH:12][CH:13]=[CH:14][CH:15]=2)[CH3:9])[CH2:5][O:6][CH3:18])[CH2:3][CH2:2]1, predict the reactants needed to synthesize it. (6) Given the product [S:1]1[C:5]2[CH:6]=[CH:7][C:8]([CH:10]3[O:14][CH2:13][CH2:12][O:11]3)=[CH:9][C:4]=2[CH:3]=[CH:2]1, predict the reactants needed to synthesize it. The reactants are: [S:1]1[C:5]2[CH:6]=[CH:7][C:8]([CH:10]=[O:11])=[CH:9][C:4]=2[CH:3]=[CH:2]1.[CH2:12](O)[CH2:13][OH:14].O.C1(C)C=CC(S(O)(=O)=O)=CC=1.[OH-].[Na+].